This data is from Reaction yield outcomes from USPTO patents with 853,638 reactions. The task is: Predict the reaction yield, written as a fraction of the theoretical maximum amount of product (1.0 means a 100% yield; for example, 0.34 means a 34% yield). (1) The reactants are C[O:2][C:3]([C:5]1[C:6]([C:14]2[CH:19]=[CH:18][C:17]([O:20][CH2:21][C:22]3[CH:27]=[CH:26][CH:25]=[CH:24][CH:23]=3)=[CH:16][C:15]=2[O:28][CH3:29])=[CH:7][CH:8]=[C:9]([C:11](=[O:13])[CH3:12])[CH:10]=1)=[O:4].[OH-].[Na+].CO.Cl. The catalyst is O. The product is [C:11]([C:9]1[CH:10]=[C:5]([C:3]([OH:4])=[O:2])[C:6]([C:14]2[CH:19]=[CH:18][C:17]([O:20][CH2:21][C:22]3[CH:27]=[CH:26][CH:25]=[CH:24][CH:23]=3)=[CH:16][C:15]=2[O:28][CH3:29])=[CH:7][CH:8]=1)(=[O:13])[CH3:12]. The yield is 0.690. (2) The reactants are [C:1]([O:5][C:6]([N:8]([C:27]([O:29][C:30]([CH3:33])([CH3:32])[CH3:31])=[O:28])[C@H:9]([CH2:20][CH2:21]/[CH:22]=[CH:23]/[N+:24]([O-:26])=[O:25])[C:10]([O:12][CH2:13][C:14]1[CH:19]=[CH:18][CH:17]=[CH:16][CH:15]=1)=[O:11])=[O:7])([CH3:4])([CH3:3])[CH3:2].[F:34][C:35]1[C:40]([F:41])=[CH:39][CH:38]=[CH:37][C:36]=1B(O)O.O.C(=O)(O)[O-].[Na+]. The catalyst is O1CCOCC1.C(Cl)Cl.C([O-])(O)=O.[Na+].C1C=CC(P(C2C=CC3C(=CC=CC=3)C=2C2C3C(=CC=CC=3)C=CC=2P(C2C=CC=CC=2)C2C=CC=CC=2)C2C=CC=CC=2)=CC=1. The product is [C:1]([O:5][C:6]([N:8]([C:27]([O:29][C:30]([CH3:33])([CH3:32])[CH3:31])=[O:28])[C@@H:9]([C:10]([O:12][CH2:13][C:14]1[CH:19]=[CH:18][CH:17]=[CH:16][CH:15]=1)=[O:11])[CH2:20][CH2:21][C@@H:22]([C:39]1[CH:38]=[CH:37][CH:36]=[C:35]([F:34])[C:40]=1[F:41])[CH2:23][N+:24]([O-:26])=[O:25])=[O:7])([CH3:4])([CH3:3])[CH3:2]. The yield is 0.870. (3) The reactants are [C:1]([O:5][C:6](=[O:45])[C:7]([CH3:44])([O:9][C:10]1[CH:43]=[CH:42][C:13]([CH2:14][N:15]2[C:19](=[O:20])[C:18]3([CH2:25][CH2:24][N:23](C(OCC4C=CC=CC=4)=O)[CH2:22][CH2:21]3)[N:17]([C:36]3[CH:41]=[CH:40][CH:39]=[CH:38][CH:37]=3)[CH2:16]2)=[CH:12][CH:11]=1)[CH3:8])([CH3:4])([CH3:3])[CH3:2]. The catalyst is [Pd].C(OCC)(=O)C.CO. The product is [CH3:44][C:7]([O:9][C:10]1[CH:11]=[CH:12][C:13]([CH2:14][N:15]2[C:19](=[O:20])[C:18]3([CH2:25][CH2:24][NH:23][CH2:22][CH2:21]3)[N:17]([C:36]3[CH:37]=[CH:38][CH:39]=[CH:40][CH:41]=3)[CH2:16]2)=[CH:42][CH:43]=1)([CH3:8])[C:6]([O:5][C:1]([CH3:2])([CH3:3])[CH3:4])=[O:45]. The yield is 0.930. (4) The reactants are [N+](C1C=CC(S([N:13]2[C:17]3([CH2:22][CH2:21][O:20][CH2:19][CH2:18]3)[CH2:16][CH2:15][CH:14]2[C:23]([O:25][CH2:26][CH3:27])=[O:24])(=O)=O)=CC=1)([O-])=O.C(=O)([O-])[O-].[K+].[K+].C1OCCOCCOCCOCCOCCOC1.C1(S)C=CC=CC=1. The catalyst is C(#N)C. The product is [NH:13]1[C:17]2([CH2:18][CH2:19][O:20][CH2:21][CH2:22]2)[CH2:16][CH2:15][CH:14]1[C:23]([O:25][CH2:26][CH3:27])=[O:24]. The yield is 0.900. (5) The reactants are Br[C:2]1[C:3]([O:16][C:17]2[CH:22]=[CH:21][CH:20]=[CH:19][C:18]=2[F:23])=[C:4]2[C:9](=[CH:10][CH:11]=1)[N:8]([C:12](=[O:14])[CH3:13])[C@@H:7]([CH3:15])[CH2:6][CH2:5]2.O1CCOCC1.C(=O)([O-])[O-].[Cs+].[Cs+].CC1(C)C(C)(C)OB([C:44]2[CH:45]=[N:46][N:47]([CH:49]3[CH2:54][CH2:53][N:52]([C:55]([O:57][C:58]([CH3:61])([CH3:60])[CH3:59])=[O:56])[CH2:51][CH2:50]3)[CH:48]=2)O1. The catalyst is C1C=CC(P(C2C=CC=CC=2)[C-]2C=CC=C2)=CC=1.C1C=CC(P(C2C=CC=CC=2)[C-]2C=CC=C2)=CC=1.Cl[Pd]Cl.[Fe+2].O. The product is [C:12]([N:8]1[C:9]2[C:4](=[C:3]([O:16][C:17]3[CH:22]=[CH:21][CH:20]=[CH:19][C:18]=3[F:23])[C:2]([C:44]3[CH:45]=[N:46][N:47]([CH:49]4[CH2:50][CH2:51][N:52]([C:55]([O:57][C:58]([CH3:61])([CH3:60])[CH3:59])=[O:56])[CH2:53][CH2:54]4)[CH:48]=3)=[CH:11][CH:10]=2)[CH2:5][CH2:6][C@@H:7]1[CH3:15])(=[O:14])[CH3:13]. The yield is 0.850. (6) The reactants are FC(F)(F)S([O:6][Si:7]([CH:14]([CH3:16])[CH3:15])([CH:11]([CH3:13])[CH3:12])[CH:8]([CH3:10])[CH3:9])(=O)=O.[CH3:19][O:20][C:21]([C@:23]1([CH2:29]O)[CH2:27][CH2:26][CH2:25][N:24]1[CH3:28])=[O:22].CCN(CC)CC. The catalyst is C(Cl)Cl. The product is [CH3:19][O:20][C:21]([C@:23]1([CH2:29][O:6][Si:7]([CH:14]([CH3:16])[CH3:15])([CH:11]([CH3:13])[CH3:12])[CH:8]([CH3:10])[CH3:9])[CH2:27][CH2:26][CH2:25][N:24]1[CH3:28])=[O:22]. The yield is 0.650. (7) The reactants are [CH2:1]([O:8][C:9]1[CH:31]=[CH:30][C:12]([CH2:13][N:14]2[C:22](Br)=[N:21][C:20]3[C:15]2=[N:16][C:17]([O:25][CH2:26][CH2:27][CH2:28][CH3:29])=[N:18][C:19]=3[NH2:24])=[CH:11][CH:10]=1)[C:2]1[CH:7]=[CH:6][CH:5]=[CH:4][CH:3]=1.C[O-].[Na+].CO.[C:37](O)(=[O:39])C. The catalyst is CO. The product is [CH2:1]([O:8][C:9]1[CH:31]=[CH:30][C:12]([CH2:13][N:14]2[C:22]([O:39][CH3:37])=[N:21][C:20]3[C:15]2=[N:16][C:17]([O:25][CH2:26][CH2:27][CH2:28][CH3:29])=[N:18][C:19]=3[NH2:24])=[CH:11][CH:10]=1)[C:2]1[CH:7]=[CH:6][CH:5]=[CH:4][CH:3]=1. The yield is 0.770. (8) The reactants are I.[NH2:2][C:3]1[C:4]([C:11]([NH:13][C:14](=[NH:17])SC)=[O:12])=[N:5][C:6]([Cl:10])=[C:7]([NH2:9])[N:8]=1.C([N:20](CC)CC)C.Cl.N[CH2:27][CH2:28][CH2:29][CH2:30][C:31]1[CH:42]=[CH:41][C:34]([C:35]([NH:37][CH2:38][CH2:39][OH:40])=[O:36])=[CH:33][CH:32]=1. The catalyst is C1COCC1.CO. The product is [ClH:10].[NH2:2][C:3]1[C:4]([C:11]([N:13]([CH2:27][CH2:28][CH2:29][CH2:30][C:31]2[CH:42]=[CH:41][C:34]([C:35]([NH:37][CH2:38][CH2:39][OH:40])=[O:36])=[CH:33][CH:32]=2)[C:14]([NH2:17])=[NH:20])=[O:12])=[N:5][C:6]([Cl:10])=[C:7]([NH2:9])[N:8]=1. The yield is 0.790. (9) The reactants are [F:1][C:2]1[CH:3]=[C:4]([N:9]2[CH2:13][C@H:12]([CH2:14][NH:15][C:16](=[O:18])[CH3:17])[O:11][C:10]2=[O:19])[CH:5]=[CH:6][C:7]=1I.[CH3:20][C:21]1([CH3:28])[C:25]([CH3:27])([CH3:26])[O:24][BH:23][O:22]1.C(N(CC)CC)C. The catalyst is O1CCOCC1.C1C=CC(P(C2C=CC=CC=2)[C-]2C=CC=C2)=CC=1.C1C=CC(P(C2C=CC=CC=2)[C-]2C=CC=C2)=CC=1.Cl[Pd]Cl.[Fe+2]. The product is [F:1][C:2]1[CH:3]=[C:4]([N:9]2[CH2:13][C@H:12]([CH2:14][NH:15][C:16](=[O:18])[CH3:17])[O:11][C:10]2=[O:19])[CH:5]=[CH:6][C:7]=1[B:23]1[O:24][C:25]([CH3:27])([CH3:26])[C:21]([CH3:28])([CH3:20])[O:22]1. The yield is 0.940.